This data is from Forward reaction prediction with 1.9M reactions from USPTO patents (1976-2016). The task is: Predict the product of the given reaction. (1) Given the reactants [CH3:1][O:2][CH2:3][CH:4]([NH:6]C)[CH3:5].[CH:8]1([C:11]2[N:16]=[C:15]([C:17]([NH:19][C:20]3[CH:28]=[N:27][CH:26]=[CH:25][C:21]=3[C:22]([OH:24])=O)=[O:18])[C:14]([NH:29][C:30]3[CH:31]=[N:32][CH:33]=[N:34][CH:35]=3)=[CH:13][CH:12]=2)[CH2:10][CH2:9]1, predict the reaction product. The product is: [CH3:1][O:2][CH2:3][CH:4]([NH:6][C:22]([C:21]1[CH:25]=[CH:26][N:27]=[CH:28][C:20]=1[NH:19][C:17]([C:15]1[C:14]([NH:29][C:30]2[CH:35]=[N:34][CH:33]=[N:32][CH:31]=2)=[CH:13][CH:12]=[C:11]([CH:8]2[CH2:9][CH2:10]2)[N:16]=1)=[O:18])=[O:24])[CH3:5]. (2) Given the reactants [Br:1][C:2]1[C:6]2=[N:7][C:8]([C:11]([OH:13])=O)=[CH:9][CH:10]=[C:5]2[O:4][CH:3]=1.[NH2:14][C:15]1[CH:16]=[N:17][CH:18]=[CH:19][C:20]=1[C@@H:21]1[CH2:26][C@H:25]([CH3:27])[CH2:24][C@H:23]([NH:28][C:29](=[O:35])[O:30][C:31]([CH3:34])([CH3:33])[CH3:32])[CH2:22]1.CN(C(ON1N=NC2C=CC=NC1=2)=[N+](C)C)C.F[P-](F)(F)(F)(F)F.CCN(C(C)C)C(C)C, predict the reaction product. The product is: [Br:1][C:2]1[C:6]2=[N:7][C:8]([C:11]([NH:14][C:15]3[CH:16]=[N:17][CH:18]=[CH:19][C:20]=3[C@@H:21]3[CH2:26][C@H:25]([CH3:27])[CH2:24][C@H:23]([NH:28][C:29](=[O:35])[O:30][C:31]([CH3:34])([CH3:33])[CH3:32])[CH2:22]3)=[O:13])=[CH:9][CH:10]=[C:5]2[O:4][CH:3]=1. (3) Given the reactants Cl[C:2]1[C:7](Cl)=[N:6][C:5]2=[N:9][O:10][N:11]=[C:4]2[N:3]=1.[Cl:12][C:13]1[CH:14]=[C:15]([CH:17]=[CH:18][CH:19]=1)[NH2:16].[C:20]([O:24][C:25]([CH3:28])([CH3:27])[CH3:26])(=[O:23])[NH:21][NH2:22], predict the reaction product. The product is: [C:25]([O:24][C:20]([NH:21][NH:22][C:2]1[C:7]([NH:16][C:15]2[CH:17]=[CH:18][CH:19]=[C:13]([Cl:12])[CH:14]=2)=[N:6][C:5]2=[N:9][O:10][N:11]=[C:4]2[N:3]=1)=[O:23])([CH3:28])([CH3:27])[CH3:26]. (4) Given the reactants C([O:5][C:6]([N:8]1[CH2:13][CH2:12][N:11]([C:14]2[N:22]=[C:21]3[C:17]([N:18]([CH2:23][C:24]([O:26]C(C)(C)C)=[O:25])[CH:19]=[N:20]3)=[C:16]([NH2:31])[N:15]=2)[CH2:10][CH2:9]1)=[O:7])(C)(C)C.[C:32]([C:36](O)=O)(F)(F)F.C(=O)([O-])[O-].[K+].[K+].C(=O)(O)[O-].[Na+].[CH2:50]1[CH2:54]O[CH2:52][CH2:51]1, predict the reaction product. The product is: [CH:50]1[C:54]2[CH:36]([CH2:32][O:5][C:6]([N:8]3[CH2:9][CH2:10][N:11]([C:14]4[N:22]=[C:21]5[C:17]([N:18]([CH2:23][C:24]([OH:26])=[O:25])[CH:19]=[N:20]5)=[C:16]([NH2:31])[N:15]=4)[CH2:12][CH2:13]3)=[O:7])[C:52]3[C:51](=[CH:52][CH:54]=[CH:50][CH:51]=3)[C:50]=2[CH:54]=[CH:52][CH:51]=1. (5) Given the reactants [Cl:1][C:2]1[CH:7]=[CH:6][C:5]([C:8]2[C:12]3[C:13]([CH3:18])=[N:14][C:15]([CH3:17])=[CH:16][C:11]=3[NH:10][N:9]=2)=[CH:4][CH:3]=1.[H-].[Na+].[CH3:21][C:22]1[C:23]([N:28]([CH2:51][O:52][CH2:53][CH2:54][O:55][CH3:56])[S:29]([C:32]2[S:33][C:34]([CH3:50])=[CH:35][C:36]=2[C:37]2[CH:48]=[CH:47][C:40]([CH2:41]OS(C)(=O)=O)=[CH:39][C:38]=2[CH3:49])(=[O:31])=[O:30])=[N:24][O:25][C:26]=1[CH3:27].O, predict the reaction product. The product is: [CH3:21][C:22]1[C:23]([N:28]([CH2:51][O:52][CH2:53][CH2:54][O:55][CH3:56])[S:29]([C:32]2[S:33][C:34]([CH3:50])=[CH:35][C:36]=2[C:37]2[CH:48]=[CH:47][C:40]([CH2:41][N:10]3[C:11]4[CH:16]=[C:15]([CH3:17])[N:14]=[C:13]([CH3:18])[C:12]=4[C:8]([C:5]4[CH:4]=[CH:3][C:2]([Cl:1])=[CH:7][CH:6]=4)=[N:9]3)=[CH:39][C:38]=2[CH3:49])(=[O:31])=[O:30])=[N:24][O:25][C:26]=1[CH3:27]. (6) Given the reactants [NH:1]1[CH2:4][CH:3]([CH2:5][C:6]2[S:7][C:8]3[N:9]=[C:10]([N:21]4[C:25]5[CH:26]=[CH:27][CH:28]=[CH:29][C:24]=5[N:23]=[C:22]4[CH2:30][CH3:31])[N:11]=[C:12]([N:15]4[CH2:20][CH2:19][O:18][CH2:17][CH2:16]4)[C:13]=3[N:14]=2)[CH2:2]1.[OH:32][C:33]([CH3:38])([CH3:37])[C:34](O)=[O:35].CN(C(ON1N=NC2C=CC=NC1=2)=[N+](C)C)C.F[P-](F)(F)(F)(F)F.CCN(C(C)C)C(C)C, predict the reaction product. The product is: [CH2:30]([C:22]1[N:21]([C:10]2[N:11]=[C:12]([N:15]3[CH2:20][CH2:19][O:18][CH2:17][CH2:16]3)[C:13]3[N:14]=[C:6]([CH2:5][CH:3]4[CH2:2][N:1]([C:34](=[O:35])[C:33]([OH:32])([CH3:38])[CH3:37])[CH2:4]4)[S:7][C:8]=3[N:9]=2)[C:25]2[CH:26]=[CH:27][CH:28]=[CH:29][C:24]=2[N:23]=1)[CH3:31].